This data is from Reaction yield outcomes from USPTO patents with 853,638 reactions. The task is: Predict the reaction yield, written as a fraction of the theoretical maximum amount of product (1.0 means a 100% yield; for example, 0.34 means a 34% yield). (1) The reactants are [CH3:1][C:2]1[N:3]([S:18]([C:21]2[CH:22]=[N:23][CH:24]=[CH:25][CH:26]=2)(=[O:20])=[O:19])[C:4]([C:12]2[CH:17]=[CH:16][CH:15]=[CH:14][CH:13]=2)=[CH:5][C:6]=1[C:7](OCC)=[O:8].[H-].C([Al+]CC(C)C)C(C)C.O.C(OCC)(=O)C. The catalyst is O1CCCC1.C1(C)C=CC=CC=1. The product is [CH3:1][C:2]1[N:3]([S:18]([C:21]2[CH:22]=[N:23][CH:24]=[CH:25][CH:26]=2)(=[O:19])=[O:20])[C:4]([C:12]2[CH:13]=[CH:14][CH:15]=[CH:16][CH:17]=2)=[CH:5][C:6]=1[CH:7]=[O:8]. The yield is 0.270. (2) The reactants are [C:1]1([CH2:7][CH2:8][O:9][C:10]2[N:18]=[C:17]3[C:13]([N:14]=[C:15](Br)[N:16]3[CH2:19][CH3:20])=[C:12]([NH2:22])[N:11]=2)[CH:6]=[CH:5][CH:4]=[CH:3][CH:2]=1.[OH-].[Na+].[CH2:25]([OH:27])[CH3:26]. No catalyst specified. The product is [C:1]1([CH2:7][CH2:8][O:9][C:10]2[N:18]=[C:17]3[C:13]([N:14]=[C:15]([O:27][CH2:25][CH3:26])[N:16]3[CH2:19][CH3:20])=[C:12]([NH2:22])[N:11]=2)[CH:6]=[CH:5][CH:4]=[CH:3][CH:2]=1. The yield is 0.520. (3) The reactants are [CH3:1][CH:2]([CH3:11])[CH2:3][CH2:4][N:5]1[CH:9]=[C:8]([OH:10])[CH:7]=[N:6]1.Cl[C:13]1[N:14]=[C:15]([OH:23])[C:16]2[CH:22]=[CH:21][N:20]=[CH:19][C:17]=2[N:18]=1. No catalyst specified. The product is [CH3:1][CH:2]([CH3:11])[CH2:3][CH2:4][N:5]1[CH:9]=[C:8]([O:10][C:13]2[N:14]=[C:15]([OH:23])[C:16]3[CH:22]=[CH:21][N:20]=[CH:19][C:17]=3[N:18]=2)[CH:7]=[N:6]1. The yield is 0.120. (4) The reactants are [Cl:1][C:2]1[N:3]=[N:4][C:5]([CH3:8])=[CH:6][CH:7]=1.[OH2:9].[OH:10]S(O)(=O)=O. No catalyst specified. The product is [Cl:1][C:2]1[N:3]=[N:4][C:5]([C:8]([OH:10])=[O:9])=[CH:6][CH:7]=1. The yield is 0.590. (5) The reactants are [Li][CH2:2][CH2:3][CH2:4][CH3:5].O=C1[CH2:13][C@H:12]2[N:14]([C:15]([O:17][C:18]([CH3:21])([CH3:20])[CH3:19])=[O:16])[C@H]([CH2:10][CH2:11]2)C1. The catalyst is [Br-].C[P+](C1C=CC=CC=1)(C1C=CC=CC=1)C1C=CC=CC=1.C1COCC1. The product is [CH2:5]=[C:4]1[CH2:13][CH:12]2[N:14]([C:15]([O:17][C:18]([CH3:20])([CH3:19])[CH3:21])=[O:16])[CH:2]([CH2:10][CH2:11]2)[CH2:3]1. The yield is 0.270. (6) The reactants are [F:1][C:2]([F:19])([C:8]1[CH:13]=[CH:12][CH:11]=[C:10]([O:14][CH2:15][CH2:16][O:17][CH3:18])[CH:9]=1)[C:3]([O:5]CC)=[O:4].O1CCCC1.O.[OH-].[Li+]. The catalyst is CO.O. The product is [F:1][C:2]([F:19])([C:8]1[CH:13]=[CH:12][CH:11]=[C:10]([O:14][CH2:15][CH2:16][O:17][CH3:18])[CH:9]=1)[C:3]([OH:5])=[O:4]. The yield is 0.830. (7) The reactants are [NH2:1][C:2]1[C:11]2[C:6](=[C:7](Br)[CH:8]=[CH:9][CH:10]=2)[N:5]=[N:4][C:3]=1[C:13]([NH:15][CH2:16][CH2:17][CH3:18])=[O:14].[F:19][C:20]1[CH:25]=[C:24]([F:26])[CH:23]=[CH:22][C:21]=1B(O)O. No catalyst specified. The product is [NH2:1][C:2]1[C:11]2[C:6](=[C:7]([C:23]3[CH:22]=[CH:21][C:20]([F:19])=[CH:25][C:24]=3[F:26])[CH:8]=[CH:9][CH:10]=2)[N:5]=[N:4][C:3]=1[C:13]([NH:15][CH2:16][CH2:17][CH3:18])=[O:14]. The yield is 0.923. (8) The reactants are [CH3:1][C:2]1[C:19]([C:20]([F:23])([F:22])[F:21])=[CH:18][C:5]2[N:6]([C:12]([O:14][CH:15]([CH3:17])[CH3:16])=[O:13])[CH2:7][CH2:8][CH2:9][C:10](=O)[C:4]=2[CH:3]=1.[NH2:24][C:25]1[CH:26]=[N:27][CH:28]=[CH:29][CH:30]=1.C1(C)C=CC(S(O)(=O)=O)=CC=1.[BH4-].[Na+]. The catalyst is C1(C)C=CC=CC=1. The product is [CH:15]([O:14][C:12]([N:6]1[CH2:7][CH2:8][CH2:9][CH:10]([NH:24][C:25]2[CH:26]=[N:27][CH:28]=[CH:29][CH:30]=2)[C:4]2[CH:3]=[C:2]([CH3:1])[C:19]([C:20]([F:23])([F:22])[F:21])=[CH:18][C:5]1=2)=[O:13])([CH3:17])[CH3:16]. The yield is 0.130. (9) The reactants are [NH2:1][C:2]1[C:3]([Cl:12])=[C:4]([C:8]([Cl:11])=[CH:9][CH:10]=1)[C:5]([OH:7])=[O:6].[Br:13]N1C(=O)CCC1=O. The catalyst is C(#N)C. The product is [NH2:1][C:2]1[C:3]([Cl:12])=[C:4]([C:8]([Cl:11])=[CH:9][C:10]=1[Br:13])[C:5]([OH:7])=[O:6]. The yield is 0.730.